From a dataset of Full USPTO retrosynthesis dataset with 1.9M reactions from patents (1976-2016). Predict the reactants needed to synthesize the given product. (1) Given the product [CH:1]([O:4][C:5]([N:7]1[CH2:8][CH2:9][CH:10]([O:13][C:14]2[CH:19]=[CH:18][C:17]([C:42]3[CH:43]=[CH:44][C:39]([CH2:38][C@H:37]([NH:36][C:34]([O:33][C:29]([CH3:31])([CH3:30])[CH3:32])=[O:35])[C:54]([N:56]4[CH2:60][CH2:59][C@H:58]([F:61])[CH2:57]4)=[O:55])=[C:40]([F:53])[CH:41]=3)=[CH:16][N:15]=2)[CH2:11][CH2:12]1)=[O:6])([CH3:2])[CH3:3], predict the reactants needed to synthesize it. The reactants are: [CH:1]([O:4][C:5]([N:7]1[CH2:12][CH2:11][CH:10]([O:13][C:14]2[CH:19]=[CH:18][C:17](B3OC(C)(C)C(C)(C)O3)=[CH:16][N:15]=2)[CH2:9][CH2:8]1)=[O:6])([CH3:3])[CH3:2].[C:29]([O:33][C:34]([NH:36][C@H:37]([C:54]([N:56]1[CH2:60][CH2:59][C@H:58]([F:61])[CH2:57]1)=[O:55])[CH2:38][C:39]1[CH:44]=[CH:43][C:42](OS(C(F)(F)F)(=O)=O)=[CH:41][C:40]=1[F:53])=[O:35])([CH3:32])([CH3:31])[CH3:30]. (2) Given the product [CH3:11][N:12]1[C:16]2[CH:17]=[CH:18][CH:19]=[CH:20][C:15]=2[N:14]=[C:13]1[NH:21][N:22]=[C:1]([C:4]1[CH:9]=[C:8]([Cl:10])[CH:7]=[CH:6][N:5]=1)[CH3:2], predict the reactants needed to synthesize it. The reactants are: [C:1]([C:4]1[CH:9]=[C:8]([Cl:10])[CH:7]=[CH:6][N:5]=1)(=O)[CH3:2].[CH3:11][N:12]1[C:16]2[CH:17]=[CH:18][CH:19]=[CH:20][C:15]=2[N:14]=[C:13]1[NH:21][NH2:22]. (3) Given the product [Cl:22][C:17]1[CH:16]=[C:15]([CH:20]=[CH:19][C:18]=1[Cl:21])[CH2:14][N:8]1[C:7](=[O:23])[C:6]2[C:11](=[CH:12][CH:13]=[C:4]([NH2:1])[CH:5]=2)[N:10]=[CH:9]1, predict the reactants needed to synthesize it. The reactants are: [N+:1]([C:4]1[CH:5]=[C:6]2[C:11](=[CH:12][CH:13]=1)[N:10]=[CH:9][N:8]([CH2:14][C:15]1[CH:20]=[CH:19][C:18]([Cl:21])=[C:17]([Cl:22])[CH:16]=1)[C:7]2=[O:23])([O-])=O.O.NN. (4) Given the product [Cl-:1].[CH3:23][O:13][C:12]([C@@H:10]([NH3+:11])[CH2:9][C:8]1[CH:7]=[CH:6][C:5]([N:2]2[CH:19]=[C:18]([C:17]([O:21][CH3:22])=[O:20])[N:4]=[N:3]2)=[CH:16][CH:15]=1)=[O:14], predict the reactants needed to synthesize it. The reactants are: [ClH:1].[N:2]([C:5]1[CH:16]=[CH:15][C:8]([CH2:9][C@@H:10]([C:12]([OH:14])=[O:13])[NH2:11])=[CH:7][CH:6]=1)=[N+:3]=[N-:4].[C:17]([O:21][CH3:22])(=[O:20])[C:18]#[CH:19].[CH3:23]N(C=O)C. (5) Given the product [Cl:1][C:2]1[CH:3]=[C:4]([CH:48]=[CH:49][CH:50]=1)[CH2:5][N:6]1[CH2:46][C:11]2[CH:12]=[C:13]3[C:17](=[CH:18][C:10]=2[NH:9][C:8](=[O:47])[CH2:7]1)[NH:16][N:15]=[C:14]3[C:38]1[CH:39]=[N:40][C:41]([O:44][CH3:45])=[N:42][CH:43]=1, predict the reactants needed to synthesize it. The reactants are: [Cl:1][C:2]1[CH:3]=[C:4]([CH:48]=[CH:49][CH:50]=1)[CH2:5][N:6]1[CH2:46][C:11]2[CH:12]=[C:13]3[C:17](=[CH:18][C:10]=2[NH:9][C:8](=[O:47])[CH2:7]1)[N:16](C(C1C=CC=CC=1)(C1C=CC=CC=1)C1C=CC=CC=1)[N:15]=[C:14]3[C:38]1[CH:39]=[N:40][C:41]([O:44][CH3:45])=[N:42][CH:43]=1.C(O)(C(F)(F)F)=O. (6) Given the product [S:1]1[CH:5]=[CH:4][N:3]=[C:2]1[C:6]1[NH:24][C:9]2[C:8]([CH:7]=1)=[CH:23][CH:22]=[CH:21][C:10]=2[C:11]([O:13][CH2:14][C:15]1[CH:20]=[CH:19][CH:18]=[CH:17][CH:16]=1)=[O:12], predict the reactants needed to synthesize it. The reactants are: [S:1]1[CH:5]=[CH:4][N:3]=[C:2]1[C:6]#[C:7][C:8]1[C:9]([NH:24]C(=O)C(F)(F)F)=[C:10]([CH:21]=[CH:22][CH:23]=1)[C:11]([O:13][CH2:14][C:15]1[CH:20]=[CH:19][CH:18]=[CH:17][CH:16]=1)=[O:12].[C@@H]1(N)CCCC[C@H]1N.P([O-])([O-])([O-])=O.[K+].[K+].[K+].[Cl-].[NH4+].